This data is from Reaction yield outcomes from USPTO patents with 853,638 reactions. The task is: Predict the reaction yield, written as a fraction of the theoretical maximum amount of product (1.0 means a 100% yield; for example, 0.34 means a 34% yield). (1) The reactants are [N+]([C:4]1[CH:5]=[C:6]([C:11]2[CH:16]=[CH:15][CH:14]=[CH:13][N:12]=2)[N+:7]([O-:10])=[CH:8][CH:9]=1)([O-])=O.C([Br:20])(=O)C. The catalyst is C(O)(=O)C. The product is [Br:20][C:4]1[CH:5]=[C:6]([C:11]2[CH:16]=[CH:15][CH:14]=[CH:13][N:12]=2)[N+:7]([O-:10])=[CH:8][CH:9]=1. The yield is 0.950. (2) No catalyst specified. The product is [CH2:14]([NH:13][S:12]([C:8]1[CH:7]=[C:6]([CH:5]=[CH:4][C:3]([OH:24])=[O:2])[CH:11]=[CH:10][CH:9]=1)(=[O:23])=[O:22])[CH2:15][C:16]1[CH:21]=[CH:20][CH:19]=[CH:18][CH:17]=1. The yield is 0.770. The reactants are C[O:2][C:3](=[O:24])[CH:4]=[CH:5][C:6]1[CH:11]=[CH:10][CH:9]=[C:8]([S:12](=[O:23])(=[O:22])[NH:13][CH2:14][CH2:15][C:16]2[CH:21]=[CH:20][CH:19]=[CH:18][CH:17]=2)[CH:7]=1.CO. (3) The reactants are [NH2:1][C@@H:2]([CH2:25][CH2:26][C:27]([O:29][C:30]([CH3:33])([CH3:32])[CH3:31])=[O:28])[C:3]([NH:5][C@@H:6]([CH2:14][CH2:15][C:16]([O:18][CH2:19][CH2:20][Si:21]([CH3:24])([CH3:23])[CH3:22])=[O:17])[C:7]([O:9][C:10]([CH3:13])([CH3:12])[CH3:11])=[O:8])=[O:4].C(N(C(C)C)CC)(C)C.[Br:43][CH2:44][C:45](Br)=[O:46].CO. The catalyst is O1CCCC1. The product is [C:30]([O:29][C:27]([CH2:26][CH2:25][C@H:2]([NH:1][C:45](=[O:46])[CH2:44][Br:43])[C:3]([NH:5][C@@H:6]([CH2:14][CH2:15][C:16]([O:18][CH2:19][CH2:20][Si:21]([CH3:23])([CH3:22])[CH3:24])=[O:17])[C:7]([O:9][C:10]([CH3:13])([CH3:12])[CH3:11])=[O:8])=[O:4])=[O:28])([CH3:33])([CH3:32])[CH3:31]. The yield is 0.780. (4) The reactants are [CH2:1]([O:5][C:6]1[CH:10]=[C:9](/[CH:11]=[CH:12]/[C:13]([OH:15])=O)[N:8]([CH2:16][C:17]2[CH:22]=[CH:21][C:20]([Cl:23])=[CH:19][C:18]=2[Cl:24])[N:7]=1)[CH2:2][CH2:3][CH3:4].[CH2:25]([S:30]([NH2:33])(=[O:32])=[O:31])[CH2:26][CH2:27][CH2:28][CH3:29].N12CCCN=C1CCCCC2. The catalyst is O1CCCC1. The product is [CH2:1]([O:5][C:6]1[CH:10]=[C:9](/[CH:11]=[CH:12]/[C:13]([NH:33][S:30]([CH2:25][CH2:26][CH2:27][CH2:28][CH3:29])(=[O:32])=[O:31])=[O:15])[N:8]([CH2:16][C:17]2[CH:22]=[CH:21][C:20]([Cl:23])=[CH:19][C:18]=2[Cl:24])[N:7]=1)[CH2:2][CH2:3][CH3:4]. The yield is 0.300. (5) The reactants are [F:1][C:2]([F:23])([C:17]1[CH:22]=[CH:21][CH:20]=[CH:19][CH:18]=1)[CH2:3][NH:4][C:5]1[C:6]([F:16])=[C:7]([CH2:12][C:13]([OH:15])=O)[C:8]([Cl:11])=[CH:9][CH:10]=1.[NH2:24][CH2:25][C:26]1[CH:27]=[CH:28][C:29]([NH:33][C:34]([O:36][C:37]([CH3:40])([CH3:39])[CH3:38])=[O:35])=[N:30][C:31]=1[CH3:32].F[P-](F)(F)(F)(F)F.N1(O[P+](N(C)C)(N(C)C)N(C)C)C2C=CC=CC=2N=N1.CCN(C(C)C)C(C)C. The catalyst is CN(C=O)C. The product is [F:23][C:2]([F:1])([C:17]1[CH:22]=[CH:21][CH:20]=[CH:19][CH:18]=1)[CH2:3][NH:4][C:5]1[C:6]([F:16])=[C:7]([CH2:12][C:13]([NH:24][CH2:25][C:26]2[C:31]([CH3:32])=[N:30][C:29]([NH:33][C:34]([O:36][C:37]([CH3:39])([CH3:38])[CH3:40])=[O:35])=[CH:28][CH:27]=2)=[O:15])[C:8]([Cl:11])=[CH:9][CH:10]=1. The yield is 0.910. (6) The reactants are [Br:1][C:2]1[CH:7]=[CH:6][C:5]([C:8]2[O:12][N:11]=[C:10]([C:13]3[CH:14]=[CH:15][C:16]4[O:20][C:19]([C:21]5([NH:29]C(=O)OC(C)(C)C)[CH2:26][O:25]C(C)(C)[O:23][CH2:22]5)=[CH:18][C:17]=4[CH:37]=3)[N:9]=2)=[CH:4][C:3]=1[Cl:38].ClC1C=C(C2ON=C(C3C=CC4OC(C5(NC(=O)OC(C)(C)C)COC(C)(C)OC5)=CC=4C=3)N=2)C=CC=1OCCC. No catalyst specified. The product is [NH2:29][C:21]([C:19]1[O:20][C:16]2[CH:15]=[CH:14][C:13]([C:10]3[N:9]=[C:8]([C:5]4[CH:6]=[CH:7][C:2]([Br:1])=[C:3]([Cl:38])[CH:4]=4)[O:12][N:11]=3)=[CH:37][C:17]=2[CH:18]=1)([CH2:22][OH:23])[CH2:26][OH:25]. The yield is 0.390. (7) The reactants are [Cl:1][C:2]1[CH:3]=[C:4]([CH2:9][N:10]2[C:14]([CH3:15])=[C:13]([C:16]([O:18]C)=[O:17])[N:12]=[N:11]2)[CH:5]=[CH:6][C:7]=1[Cl:8].[OH-].[Na+].O. The catalyst is CO. The product is [Cl:1][C:2]1[CH:3]=[C:4]([CH2:9][N:10]2[C:14]([CH3:15])=[C:13]([C:16]([OH:18])=[O:17])[N:12]=[N:11]2)[CH:5]=[CH:6][C:7]=1[Cl:8]. The yield is 0.840. (8) The reactants are [C:1]([C:3]1[CH:20]=[CH:19][C:6]2[CH2:7][CH2:8][N:9]([C:12]([O:14][C:15]([CH3:18])([CH3:17])[CH3:16])=[O:13])[CH2:10][CH2:11][C:5]=2[CH:4]=1)#[N:2].Cl.[NH2:22][OH:23].C(=O)(O)[O-].[Na+]. The catalyst is C(O)C. The product is [OH:23][NH:22][C:1](=[NH:2])[C:3]1[CH:20]=[CH:19][C:6]2[CH2:7][CH2:8][N:9]([C:12]([O:14][C:15]([CH3:17])([CH3:18])[CH3:16])=[O:13])[CH2:10][CH2:11][C:5]=2[CH:4]=1. The yield is 0.930.